From a dataset of Forward reaction prediction with 1.9M reactions from USPTO patents (1976-2016). Predict the product of the given reaction. (1) Given the reactants [Br:1][C:2]1[CH:10]=[C:9]2[C:5]([CH:6]=[C:7]([C:14](OCC)=O)[N:8]2[CH2:11][C:12]#[N:13])=[CH:4][CH:3]=1.[H-].[Al+3].[Li+].[H-].[H-].[H-].C(C(C(C([O-])=O)O)O)([O-])=O.[K+].[Na+].C(OCC)(=O)C, predict the reaction product. The product is: [Br:1][C:2]1[CH:3]=[CH:4][C:5]2[CH:6]=[C:7]3[CH2:14][NH:13][CH2:12][CH2:11][N:8]3[C:9]=2[CH:10]=1. (2) Given the reactants [CH3:1][C:2]1[CH:12]=[CH:11][CH:10]=[CH:9][C:3]=1[CH:4]=[CH:5][C:6](O)=[O:7].C1(P([N:27]=[N+:28]=[N-:29])(C2C=CC=CC=2)=O)C=CC=CC=1.N#N, predict the reaction product. The product is: [CH3:1][C:2]1[CH:12]=[CH:11][CH:10]=[CH:9][C:3]=1[CH:4]=[CH:5][C:6]([N:27]=[N+:28]=[N-:29])=[O:7]. (3) Given the reactants [F:1][CH:2]([F:21])[O:3][C:4]1[N:8]([CH3:9])[N:7]=[C:6]([C:10]([F:13])([F:12])[F:11])[C:5]=1[CH2:14][S:15][C:16]1[O:17][CH:18]=[CH:19][N:20]=1.[Br:22]N1C(=O)CCC1=O.O, predict the reaction product. The product is: [Br:22][C:18]1[O:17][C:16]([S:15][CH2:14][C:5]2[C:6]([C:10]([F:12])([F:13])[F:11])=[N:7][N:8]([CH3:9])[C:4]=2[O:3][CH:2]([F:1])[F:21])=[N:20][CH:19]=1. (4) Given the reactants [C:1]([CH2:3][NH:4][C:5]([NH:7][CH2:8][CH3:9])=[O:6])#[N:2].[Cl:10][C:11]1[CH:27]=[C:26]([C:28]([F:31])([F:30])[F:29])[CH:25]=[CH:24][C:12]=1[O:13][C:14]1[CH:21]=[CH:20][C:17]([CH:18]=O)=[CH:16][C:15]=1[O:22][CH3:23].[Cl-].[NH4+], predict the reaction product. The product is: [Cl:10][C:11]1[CH:27]=[C:26]([C:28]([F:29])([F:30])[F:31])[CH:25]=[CH:24][C:12]=1[O:13][C:14]1[CH:21]=[CH:20][C:17](/[CH:18]=[C:3]2\[NH:4][C:5](=[O:6])[N:7]([CH2:8][CH3:9])[C:1]\2=[NH:2])=[CH:16][C:15]=1[O:22][CH3:23].